From a dataset of Catalyst prediction with 721,799 reactions and 888 catalyst types from USPTO. Predict which catalyst facilitates the given reaction. (1) Reactant: C(O)C.C(O)(=O)C.[Cl:8][C:9]1[CH:17]=[C:16]([N:18]2[CH2:23][CH2:22][N:21]([C:24]3[CH:29]=[CH:28][CH:27]=[CH:26][C:25]=3[CH3:30])[CH2:20][CH2:19]2)[C:15]([N+:31]([O-])=O)=[CH:14][C:10]=1[C:11]([OH:13])=[O:12]. Product: [NH2:31][C:15]1[C:16]([N:18]2[CH2:19][CH2:20][N:21]([C:24]3[CH:29]=[CH:28][CH:27]=[CH:26][C:25]=3[CH3:30])[CH2:22][CH2:23]2)=[CH:17][C:9]([Cl:8])=[C:10]([CH:14]=1)[C:11]([OH:13])=[O:12]. The catalyst class is: 292. (2) Reactant: C(OC([N:8]1[CH2:12][CH2:11][CH2:10][C@@H:9]1[CH2:13][S:14][C:15]1[CH:20]=[CH:19][C:18]([O:21][C:22]2[CH:27]=[CH:26][CH:25]=[CH:24][CH:23]=2)=[CH:17][CH:16]=1)=O)(C)(C)C.Cl. Product: [O:21]([C:18]1[CH:19]=[CH:20][C:15]([S:14][CH2:13][C@H:9]2[CH2:10][CH2:11][CH2:12][NH:8]2)=[CH:16][CH:17]=1)[C:22]1[CH:23]=[CH:24][CH:25]=[CH:26][CH:27]=1. The catalyst class is: 459. (3) Reactant: [H-].[Na+].[Cl:3][C:4]1[CH:10]=[C:9]([Cl:11])[C:8]([O:12][CH3:13])=[CH:7][C:5]=1[NH2:6].[Br:14][C:15]1[C:19]2=[N:20][CH:21]=[C:22]([C:25]#[N:26])[C:23](Cl)=[C:18]2[S:17][CH:16]=1.BrC1C2=NC=C(C#N)C(Br)=C2SC=1.[Cl-].[Na+]. Product: [Br:14][C:15]1[C:19]2=[N:20][CH:21]=[C:22]([C:25]#[N:26])[C:23]([NH:6][C:5]3[CH:7]=[C:8]([O:12][CH3:13])[C:9]([Cl:11])=[CH:10][C:4]=3[Cl:3])=[C:18]2[S:17][CH:16]=1. The catalyst class is: 7. (4) Reactant: C(Cl)(=O)C.[C:5]1([NH:11][C:12](=[S:28])[NH:13][C:14]2[C:22]3[C:17](=[CH:18][CH:19]=[CH:20][CH:21]=3)[NH:16][C:15]=2[C:23](OCC)=[O:24])[CH:10]=[CH:9][CH:8]=[CH:7][CH:6]=1. Product: [C:5]1([N:11]2[C:23](=[O:24])[C:15]3[NH:16][C:17]4[CH:18]=[CH:19][CH:20]=[CH:21][C:22]=4[C:14]=3[NH:13][C:12]2=[S:28])[CH:10]=[CH:9][CH:8]=[CH:7][CH:6]=1. The catalyst class is: 14. (5) Reactant: [Cl:1][C:2]1[N:7]=[C:6]([C:8]2[C:9]3[CH:16]=[C:15]([CH2:17]Cl)[CH:14]=[CH:13][C:10]=3[S:11][CH:12]=2)[C:5]([CH3:19])=[CH:4][CH:3]=1.[OH:20][C:21]1[CH:26]=[CH:25][C:24]([C@@H:27]([C:34]#[C:35][CH3:36])[CH2:28][C:29]([O:31][CH2:32][CH3:33])=[O:30])=[CH:23][CH:22]=1.C([O-])([O-])=O.[K+].[K+].CC#N. Product: [Cl:1][C:2]1[N:7]=[C:6]([C:8]2[C:9]3[CH:16]=[C:15]([CH2:17][O:20][C:21]4[CH:22]=[CH:23][C:24]([C@@H:27]([C:34]#[C:35][CH3:36])[CH2:28][C:29]([O:31][CH2:32][CH3:33])=[O:30])=[CH:25][CH:26]=4)[CH:14]=[CH:13][C:10]=3[S:11][CH:12]=2)[C:5]([CH3:19])=[CH:4][CH:3]=1. The catalyst class is: 3. (6) Reactant: [CH3:1][N:2]([S:10]([C:13]1[CH:18]=[CH:17][C:16]([O:19][CH2:20][CH:21]=[C:22]=[CH:23][CH3:24])=[CH:15][CH:14]=1)(=[O:12])=[O:11])[C@H:3]([C:7](O)=[O:8])[CH:4]([CH3:6])[CH3:5].[OH:25][N:26]1C2C=CC=CC=2N=N1.Cl.CN(C)CCCN=C=NCC.CN1CCOCC1.NO. Product: [OH:25][NH:26][C:7](=[O:8])[CH:3]([N:2]([CH3:1])[S:10]([C:13]1[CH:18]=[CH:17][C:16]([O:19][CH2:20][CH:21]=[C:22]=[CH:23][CH3:24])=[CH:15][CH:14]=1)(=[O:12])=[O:11])[CH:4]([CH3:6])[CH3:5]. The catalyst class is: 9.